Task: Predict the reaction yield, written as a fraction of the theoretical maximum amount of product (1.0 means a 100% yield; for example, 0.34 means a 34% yield).. Dataset: Reaction yield outcomes from USPTO patents with 853,638 reactions (1) The reactants are [OH:1][CH2:2][CH2:3][CH2:4][CH2:5][NH:6][C:7]([N:9]1[CH2:14][CH:13]=[C:12]([C:15]2[CH:20]=[CH:19][CH:18]=[CH:17][CH:16]=2)[CH2:11][CH2:10]1)=[O:8].O=CCCCNC(=O)C1C=CC=CC=1. No catalyst specified. The product is [O:1]=[CH:2][CH2:3][CH2:4][CH2:5][NH:6][C:7]([N:9]1[CH2:10][CH:11]=[C:12]([C:15]2[CH:20]=[CH:19][CH:18]=[CH:17][CH:16]=2)[CH2:13][CH2:14]1)=[O:8]. The yield is 1.00. (2) The reactants are [N+:1]([C:4]1[CH:13]=[C:12]([N+:14]([O-:16])=[O:15])[C:11]2[C:6](=[CH:7][CH:8]=[CH:9][CH:10]=2)[C:5]=1[OH:17])([O-:3])=[O:2].CCN(CC)CC.[F:25][C:26]([F:39])([F:38])[S:27](O[S:27]([C:26]([F:39])([F:38])[F:25])(=[O:29])=[O:28])(=[O:29])=[O:28].Cl. The catalyst is C(Cl)Cl. The product is [F:25][C:26]([F:39])([F:38])[S:27]([O:17][C:5]1[C:6]2[C:11](=[CH:10][CH:9]=[CH:8][CH:7]=2)[C:12]([N+:14]([O-:16])=[O:15])=[CH:13][C:4]=1[N+:1]([O-:3])=[O:2])(=[O:29])=[O:28]. The yield is 0.890. (3) The reactants are [CH3:1][O:2][C:3]1[N:8]=[CH:7][C:6]([OH:9])=[CH:5][CH:4]=1.[H-].[Na+].[CH3:12][O:13][CH2:14]Cl. The catalyst is CN(C=O)C. The product is [CH3:1][O:2][C:3]1[CH:4]=[CH:5][C:6]([O:9][CH2:12][O:13][CH3:14])=[CH:7][N:8]=1. The yield is 0.893.